From a dataset of Peptide-MHC class II binding affinity with 134,281 pairs from IEDB. Regression. Given a peptide amino acid sequence and an MHC pseudo amino acid sequence, predict their binding affinity value. This is MHC class II binding data. (1) The peptide sequence is FHGSDGCWYPMEIRP. The MHC is DRB1_1301 with pseudo-sequence DRB1_1301. The binding affinity (normalized) is 0. (2) The peptide sequence is REKKLSEFGKAKGSR. The MHC is DRB1_0901 with pseudo-sequence DRB1_0901. The binding affinity (normalized) is 0.546.